This data is from Full USPTO retrosynthesis dataset with 1.9M reactions from patents (1976-2016). The task is: Predict the reactants needed to synthesize the given product. (1) Given the product [Cl:29][S:13]([C:12]1[CH:11]=[CH:10][S:9][C:8]=1[CH2:7][CH2:6][C:5]1[CH:21]=[CH:22][C:23]2[O:24][CH2:1][O:2][C:3]=2[CH:4]=1)(=[O:15])=[O:14], predict the reactants needed to synthesize it. The reactants are: [CH2:1]1[O:24][C:23]2[CH:22]=[CH:21][C:5]([CH2:6][CH2:7][C:8]3[S:9][CH:10]=[CH:11][C:12]=3[S:13](N3C=CC=C3)(=[O:15])=[O:14])=[CH:4][C:3]=2[O:2]1.[K].S(Cl)([Cl:29])(=O)=O. (2) Given the product [ClH:21].[NH2:7][CH:8]([CH3:14])[C:9](=[O:13])[CH2:10][O:11][CH3:12], predict the reactants needed to synthesize it. The reactants are: C(OC(=O)[NH:7][CH:8]([CH3:14])[C:9](=[O:13])[CH2:10][O:11][CH3:12])(C)(C)C.C(OCC)C.[ClH:21].O1CCOCC1.